From a dataset of Full USPTO retrosynthesis dataset with 1.9M reactions from patents (1976-2016). Predict the reactants needed to synthesize the given product. (1) Given the product [Br:7][C:8]1[C:16]([F:17])=[C:15]2[C:11]([C:12]([NH:18][C:1](=[O:5])[CH2:2][CH2:3][CH3:4])=[N:13][NH:14]2)=[C:10]([F:19])[C:9]=1[F:20], predict the reactants needed to synthesize it. The reactants are: [C:1](Cl)(=[O:5])[CH2:2][CH2:3][CH3:4].[Br:7][C:8]1[C:16]([F:17])=[C:15]2[C:11]([C:12]([NH2:18])=[N:13][NH:14]2)=[C:10]([F:19])[C:9]=1[F:20]. (2) Given the product [NH2:18][C:17]1[N:7]([C:1]2[CH:6]=[CH:5][CH:4]=[CH:3][CH:2]=2)[N:8]=[C:12]([CH3:13])[C:14]=1[C:15]#[N:16], predict the reactants needed to synthesize it. The reactants are: [C:1]1([NH:7][NH2:8])[CH:6]=[CH:5][CH:4]=[CH:3][CH:2]=1.C(O[C:12](=[C:14]([C:17]#[N:18])[C:15]#[N:16])[CH3:13])C.C(OC=C(C#N)C#N)C. (3) Given the product [Cl:1][CH:2]([O:6][C:7]([NH:9][CH2:10][C:11]1([CH2:17][C:18]([O:20][CH2:21][C:22]2[CH:27]=[CH:26][CH:25]=[CH:24][CH:23]=2)=[O:19])[CH2:16][CH2:15][CH2:14][CH2:13][CH2:12]1)=[O:8])[CH2:3][CH2:4][CH3:5], predict the reactants needed to synthesize it. The reactants are: [Cl:1][CH:2]([O:6][C:7]([NH:9][CH2:10][C:11]1([CH2:17][C:18]([OH:20])=[O:19])[CH2:16][CH2:15][CH2:14][CH2:13][CH2:12]1)=[O:8])[CH2:3][CH2:4][CH3:5].[CH2:21](O)[C:22]1[CH:27]=[CH:26][CH:25]=[CH:24][CH:23]=1.C1(N=C=NC2CCCCC2)CCCCC1. (4) Given the product [CH3:42][C:35]([C:43]1[CH:48]=[C:47]([OH:49])[CH:46]=[C:45]([CH:44]=1)[OH:51])([CH3:34])[CH2:36][CH2:37][CH2:38][CH2:39][CH2:40][CH3:41], predict the reactants needed to synthesize it. The reactants are: C(P(CC)([O-])([O-])OC1C(OC)=CC=C(C(C)(C)CCCCCC)C=1OC)C.[Li].N.B(Br)(Br)Br.[CH3:34][C:35]([C:43]1[CH:48]=[C:47]([O:49]C)[CH:46]=[C:45]([O:51]C)[CH:44]=1)([CH3:42])[CH2:36][CH2:37][CH2:38][CH2:39][CH2:40][CH3:41]. (5) Given the product [CH2:26]([C:16]1[CH:17]=[CH:12][C:3]([CH2:4][C:5]2[N:10]=[CH:9][CH:8]=[C:7]3[CH:20]=[CH:19][NH:2][C:6]=23)=[CH:14][CH:15]=1)[CH2:27][CH2:28][CH3:29], predict the reactants needed to synthesize it. The reactants are: Cl[N:2]1[C:6]2[CH:7]=[CH:8][CH:9]=[N:10][C:5]=2[CH:4]=[CH:3]1.Cl[C:12]1[C:17](N)=[CH:16][CH:15]=[CH:14]N=1.[C:19](OCC)(=O)[CH3:20].O1[CH2:29][CH2:28][CH2:27][CH2:26]1. (6) Given the product [O:22]1[CH2:23][CH2:24][N:19]([CH2:1][C:3]2[CH:4]=[CH:5][C:6]([C:15]([O:17][CH3:18])=[O:16])=[N:7][C:8]=2[C:9]2[CH:14]=[CH:13][CH:12]=[CH:11][CH:10]=2)[CH2:20][CH2:21]1, predict the reactants needed to synthesize it. The reactants are: [CH:1]([C:3]1[CH:4]=[CH:5][C:6]([C:15]([O:17][CH3:18])=[O:16])=[N:7][C:8]=1[C:9]1[CH:14]=[CH:13][CH:12]=[CH:11][CH:10]=1)=O.[NH:19]1[CH2:24][CH2:23][O:22][CH2:21][CH2:20]1. (7) Given the product [OH:2][CH2:3][C:5]1[CH:10]=[CH:9][C:8]([C:11]([O:13][CH3:14])=[O:12])=[CH:7][N:6]=1, predict the reactants needed to synthesize it. The reactants are: C[O:2][C:3]([C:5]1[CH:10]=[CH:9][C:8]([C:11]([O:13][CH3:14])=[O:12])=[CH:7][N:6]=1)=O.[Cl-].[Ca+2].[Cl-].[BH4-].[Na+]. (8) Given the product [OH:1][CH2:2][C:3]1[N:8]=[C:7]([C:9](=[N:12][OH:13])[CH3:10])[CH:6]=[CH:5][CH:4]=1, predict the reactants needed to synthesize it. The reactants are: [OH:1][CH2:2][C:3]1[N:8]=[C:7]([C:9](=O)[CH3:10])[CH:6]=[CH:5][CH:4]=1.[NH2:12][OH:13]. (9) Given the product [ClH:1].[N:2]1([C@@H:3]2[CH2:5][C@H:4]2[C:6]2[CH:11]=[CH:10][C:9]([NH:12][C:13](=[O:20])[C:14]3[CH:19]=[CH:18][CH:17]=[CH:16][CH:15]=3)=[CH:8][CH:7]=2)[CH2:32][CH2:31][CH2:30][CH2:29]1, predict the reactants needed to synthesize it. The reactants are: [ClH:1].[NH2:2][C@@H:3]1[CH2:5][C@H:4]1[C:6]1[CH:11]=[CH:10][C:9]([NH:12][C:13](=[O:20])[C:14]2[CH:19]=[CH:18][CH:17]=[CH:16][CH:15]=2)=[CH:8][CH:7]=1.C(N(CC)CC)C.Br[CH2:29][CH2:30][CH2:31][CH2:32]Br.C(=O)([O-])O.[Na+]. (10) Given the product [CH:38]([NH:41][C:21](=[O:23])[CH2:20][CH2:19][N:16]1[C:17]([CH3:18])=[C:13]([CH2:12][C:6]2[CH:5]=[C:4]([CH3:25])[C:3]([O:2][CH3:1])=[C:11]3[C:7]=2[CH2:8][CH2:9][CH2:10]3)[C:14]([CH3:24])=[N:15]1)([CH3:40])[CH3:39], predict the reactants needed to synthesize it. The reactants are: [CH3:1][O:2][C:3]1[C:4]([CH3:25])=[CH:5][C:6]([CH2:12][C:13]2[C:14]([CH3:24])=[N:15][N:16]([CH2:19][CH2:20][C:21]([OH:23])=O)[C:17]=2[CH3:18])=[C:7]2[C:11]=1[CH2:10][CH2:9][CH2:8]2.C(C1NC=CN=1)(C1NC=CN=1)=O.[CH:38]([NH2:41])([CH3:40])[CH3:39].O.